Dataset: Forward reaction prediction with 1.9M reactions from USPTO patents (1976-2016). Task: Predict the product of the given reaction. (1) Given the reactants [Br:1][C:2]1[CH:3]=[C:4](B(O)O)[CH:5]=[CH:6][CH:7]=1.I[C:12]1[N:13]([CH2:17][O:18][CH2:19][CH2:20][Si:21]([CH3:24])([CH3:23])[CH3:22])[CH:14]=[CH:15][N:16]=1.[O-]P([O-])([O-])=O.[K+].[K+].[K+].C(Cl)Cl, predict the reaction product. The product is: [Br:1][C:2]1[CH:3]=[C:4]([C:12]2[N:13]([CH2:17][O:18][CH2:19][CH2:20][Si:21]([CH3:24])([CH3:23])[CH3:22])[CH:14]=[CH:15][N:16]=2)[CH:5]=[CH:6][CH:7]=1. (2) Given the reactants [Cl:1][C:2]1[CH:3]=[C:4]([C:12]([OH:14])=O)[CH:5]=[N:6][C:7]=1[O:8][CH:9]([CH3:11])[CH3:10].C(N(CC)CC)C.C1C=CC2N(O)N=NC=2C=1.C(Cl)CCl.O[NH:37][C:38](=[NH:57])[C:39]1[CH:47]=[CH:46][CH:45]=[C:44]2[C:40]=1[CH:41]=[N:42][N:43]2[CH2:48][C:49]([CH3:56])([CH3:55])[C:50]([O:52][CH2:53][CH3:54])=[O:51], predict the reaction product. The product is: [Cl:1][C:2]1[CH:3]=[C:4]([C:12]2[O:14][N:37]=[C:38]([C:39]3[CH:47]=[CH:46][CH:45]=[C:44]4[C:40]=3[CH:41]=[N:42][N:43]4[CH2:48][C:49]([CH3:55])([CH3:56])[C:50]([O:52][CH2:53][CH3:54])=[O:51])[N:57]=2)[CH:5]=[N:6][C:7]=1[O:8][CH:9]([CH3:10])[CH3:11].